From a dataset of Forward reaction prediction with 1.9M reactions from USPTO patents (1976-2016). Predict the product of the given reaction. (1) Given the reactants C(OC([NH:8][CH2:9][CH2:10][CH2:11][NH:12][C:13]1[C:22]([C:23]([OH:25])=[O:24])=[CH:21][C:20]2[C:15](=[CH:16][C:17]([O:26][CH3:27])=[CH:18][CH:19]=2)[N:14]=1)=O)(C)(C)C, predict the reaction product. The product is: [NH2:8][CH2:9][CH2:10][CH2:11][NH:12][C:13]1[C:22]([C:23]([OH:25])=[O:24])=[CH:21][C:20]2[C:15](=[CH:16][C:17]([O:26][CH3:27])=[CH:18][CH:19]=2)[N:14]=1. (2) Given the reactants C(Cl)(=O)C(Cl)=O.[C:7](O)(=O)/[CH:8]=[CH:9]/[CH2:10][CH2:11][CH:12]=[CH2:13].C(N(CC)CC)C.COP([CH2:29][C:30]([O:32][C:33]([CH3:36])([CH3:35])[CH3:34])=[O:31])(OC)=O.[H-].[Na+].[Cl-].[NH4+], predict the reaction product. The product is: [CH:11]12[CH2:12][C:13](=[CH:29][C:30]([O:32][C:33]([CH3:36])([CH3:35])[CH3:34])=[O:31])[CH:7]1[CH:8]=[CH:9][CH2:10]2. (3) The product is: [OH:7][C:2]([CH3:6])([CH3:1])[CH2:3][CH2:4][O:5][S:20]([C:17]1[CH:18]=[CH:19][C:14]([CH3:24])=[CH:15][CH:16]=1)(=[O:22])=[O:21]. Given the reactants [CH3:1][C:2]([OH:7])([CH3:6])[CH2:3][CH2:4][OH:5].N1C=CC=CC=1.[C:14]1([CH3:24])[CH:19]=[CH:18][C:17]([S:20](Cl)(=[O:22])=[O:21])=[CH:16][CH:15]=1, predict the reaction product. (4) Given the reactants [CH:1]12[CH2:6][CH:5]1[C:4](=[O:7])[O:3][C:2]2=O.[CH2:9]([NH2:16])[C:10]1[CH:15]=[CH:14][CH:13]=[CH:12][CH:11]=1.O, predict the reaction product. The product is: [CH2:9]([N:16]1[C:4](=[O:7])[CH:5]2[CH:1]([CH2:6]2)[C:2]1=[O:3])[C:10]1[CH:15]=[CH:14][CH:13]=[CH:12][CH:11]=1. (5) Given the reactants [OH:1][CH2:2][CH2:3][N:4]([C:8]1[CH:13]=[CH:12][C:11]([N:14]=[N:15][C:16]2[CH:21]=[CH:20][N:19]=[CH:18][CH:17]=2)=[CH:10][CH:9]=1)[CH2:5][CH2:6][OH:7].[Br:22][CH2:23][C:24]1[CH:29]=[CH:28][C:27]([P:30](=[O:37])([O:34][CH2:35][CH3:36])[O:31][CH2:32][CH3:33])=[CH:26][CH:25]=1, predict the reaction product. The product is: [Br-:22].[OH:7][CH2:6][CH2:5][N:4]([CH2:3][CH2:2][OH:1])[C:8]1[CH:9]=[CH:10][C:11]([N:14]=[N:15][C:16]2[CH:21]=[CH:20][N+:19]([CH2:23][C:24]3[CH:29]=[CH:28][C:27]([P:30]([O:34][CH2:35][CH3:36])([O:31][CH2:32][CH3:33])=[O:37])=[CH:26][CH:25]=3)=[CH:18][CH:17]=2)=[CH:12][CH:13]=1. (6) Given the reactants Br[C:2]1[CH:7]=[C:6]([C:8]2[N:12]3[CH:13]=[CH:14][CH:15]=[CH:16][C:11]3=[N:10][C:9]=2[C:17]2[CH:22]=[CH:21][CH:20]=[CH:19][N:18]=2)[CH:5]=[CH:4][N:3]=1.[Br:23][C:24]1[CH:29]=[CH:28][C:27](B(O)O)=[CH:26][CH:25]=1, predict the reaction product. The product is: [Br:23][C:24]1[CH:29]=[CH:28][C:27]([C:2]2[CH:7]=[C:6]([C:8]3[N:12]4[CH:13]=[CH:14][CH:15]=[CH:16][C:11]4=[N:10][C:9]=3[C:17]3[CH:22]=[CH:21][CH:20]=[CH:19][N:18]=3)[CH:5]=[CH:4][N:3]=2)=[CH:26][CH:25]=1.